Dataset: Forward reaction prediction with 1.9M reactions from USPTO patents (1976-2016). Task: Predict the product of the given reaction. (1) Given the reactants Br[CH2:2][CH2:3][CH2:4][O:5][CH:6]1[CH2:11][CH2:10][CH2:9][CH2:8][O:7]1.[CH2:12]([O:26][C:27]1[O:31][C:30]([C:32]([OH:34])=[O:33])=[CH:29][CH:28]=1)[CH2:13][CH2:14][CH2:15][CH2:16][CH2:17][CH2:18][CH2:19][CH2:20][CH2:21][CH2:22][CH2:23][CH2:24][CH3:25], predict the reaction product. The product is: [CH2:12]([O:26][C:27]1[O:31][C:30]([C:32]([O:34][CH2:2][CH2:3][CH2:4][O:5][CH:6]2[CH2:11][CH2:10][CH2:9][CH2:8][O:7]2)=[O:33])=[CH:29][CH:28]=1)[CH2:13][CH2:14][CH2:15][CH2:16][CH2:17][CH2:18][CH2:19][CH2:20][CH2:21][CH2:22][CH2:23][CH2:24][CH3:25]. (2) Given the reactants [CH2:1]([C:5]1[N:6]=[N:7][C:8](Cl)=[CH:9][C:10]=1[C:11]1[CH:16]=[CH:15][C:14]([O:17][CH:18]2[CH2:23][CH2:22][CH2:21][CH2:20][CH2:19]2)=[CH:13][CH:12]=1)[CH2:2][CH2:3][CH3:4].[CH3:25][OH:26].[C]=O.CN([CH:32]=[O:33])C, predict the reaction product. The product is: [CH3:25][O:26][C:32]([C:8]1[N:7]=[N:6][C:5]([CH2:1][CH2:2][CH2:3][CH3:4])=[C:10]([C:11]2[CH:16]=[CH:15][C:14]([O:17][CH:18]3[CH2:23][CH2:22][CH2:21][CH2:20][CH2:19]3)=[CH:13][CH:12]=2)[CH:9]=1)=[O:33]. (3) Given the reactants [N:1]1([CH2:6][CH2:7][NH:8][C:9]2[N:14]=[C:13]([C:15]3[S:19][C:18]4[C:20](B5OC(C)(C)C(C)(C)O5)=[CH:21][CH:22]=[CH:23][C:17]=4[CH:16]=3)[C:12]([F:33])=[CH:11][N:10]=2)[CH:5]=[CH:4][N:3]=[N:2]1.Br[C:35]1[CH:36]=[C:37]([F:44])[CH:38]=[C:39]2[C:43]=1[NH:42][CH:41]=[CH:40]2.O.O.O.O.O.O.O.O.[OH-].[Ba+2].[OH-].C(=O)([O-])[O-].[Na+].[Na+].C(=O)([O-])[O-].[K+].[K+].[F-].[Cs+], predict the reaction product. The product is: [N:1]1([CH2:6][CH2:7][NH:8][C:9]2[N:14]=[C:13]([C:15]3[S:19][C:18]4[C:20]([C:35]5[CH:36]=[C:37]([F:44])[CH:38]=[C:39]6[C:43]=5[NH:42][CH:41]=[CH:40]6)=[CH:21][CH:22]=[CH:23][C:17]=4[CH:16]=3)[C:12]([F:33])=[CH:11][N:10]=2)[CH:5]=[CH:4][N:3]=[N:2]1. (4) Given the reactants C([Li])CCC.C(NC(C)C)(C)C.[Cl:13][C:14]1[N:19]=[C:18]([C:20]2[CH:32]=[C:31]([O:33][CH3:34])[CH:30]=[CH:29][C:21]=2[C:22](N(CC)CC)=[O:23])[C:17]([CH3:35])=[CH:16][CH:15]=1.C[Si]([N-][Si](C)(C)C)(C)C.[K+], predict the reaction product. The product is: [Cl:13][C:14]1[CH:15]=[CH:16][C:17]2[C:18](=[C:20]3[CH:32]=[C:31]([O:33][CH3:34])[CH:30]=[CH:29][C:21]3=[C:22]([OH:23])[CH:35]=2)[N:19]=1.